From a dataset of Reaction yield outcomes from USPTO patents with 853,638 reactions. Predict the reaction yield, written as a fraction of the theoretical maximum amount of product (1.0 means a 100% yield; for example, 0.34 means a 34% yield). (1) The reactants are C(OC(=O)[NH:10][C:11]([CH3:24])([CH2:13][CH2:14][N:15]([CH2:20][CH2:21][O:22][CH3:23])[CH2:16][CH2:17][O:18][CH3:19])[CH3:12])C1C=CC=CC=1. The catalyst is C(O)(C(F)(F)F)=O.C(Cl)Cl. The product is [CH3:23][O:22][CH2:21][CH2:20][N:15]([CH2:16][CH2:17][O:18][CH3:19])[CH2:14][CH2:13][C:11]([CH3:24])([NH2:10])[CH3:12]. The yield is 1.00. (2) The reactants are [N:1]1[CH:6]=[CH:5][CH:4]=[CH:3][C:2]=1[CH2:7][CH2:8][NH2:9].[CH2:10]([O:12][C:13]1[CH:18]=[CH:17][C:16]([N:19]=[C:20]=[O:21])=[CH:15][CH:14]=1)[CH3:11]. No catalyst specified. The product is [CH2:10]([O:12][C:13]1[CH:18]=[CH:17][C:16]([NH:19][C:20]([NH:9][CH2:8][CH2:7][C:2]2[CH:3]=[CH:4][CH:5]=[CH:6][N:1]=2)=[O:21])=[CH:15][CH:14]=1)[CH3:11]. The yield is 0.950.